Dataset: Full USPTO retrosynthesis dataset with 1.9M reactions from patents (1976-2016). Task: Predict the reactants needed to synthesize the given product. (1) The reactants are: [O:1]=[C:2]1[CH2:11][CH2:10][C:9]2[C:4](=[CH:5][C:6]([O:12][CH:13]3[CH2:18][CH2:17][N:16](C(OC(C)(C)C)=O)[CH2:15][CH2:14]3)=[CH:7][CH:8]=2)[NH:3]1.FC(F)(F)C(O)=O. Given the product [NH:16]1[CH2:15][CH2:14][CH:13]([O:12][C:6]2[CH:5]=[C:4]3[C:9]([CH2:10][CH2:11][C:2](=[O:1])[NH:3]3)=[CH:8][CH:7]=2)[CH2:18][CH2:17]1, predict the reactants needed to synthesize it. (2) Given the product [C:18]([O:22][C:23]([N:25]1[C:33]2[C:28](=[CH:29][CH:30]=[C:31]([Cl:34])[CH:32]=2)[C:27]2([CH:35]([C:36]3[CH:41]=[C:40]([Cl:42])[CH:39]=[CH:38][C:37]=3[O:43][CH2:44][C:45]3([C:50]#[N:51])[CH2:49][CH2:48][CH2:47][CH2:46]3)[CH2:12][C:10](=[O:11])[NH:9][CH:8]2[C:6]2[CH:7]=[C:2]([F:1])[CH:3]=[CH:4][C:5]=2[CH3:17])[C:26]1=[O:52])=[O:24])([CH3:21])([CH3:19])[CH3:20], predict the reactants needed to synthesize it. The reactants are: [F:1][C:2]1[CH:3]=[CH:4][C:5]([CH3:17])=[C:6]([CH:8]=[N:9][C:10]([O:12][Si](C)(C)C)=[CH2:11])[CH:7]=1.[C:18]([O:22][C:23]([N:25]1[C:33]2[C:28](=[CH:29][CH:30]=[C:31]([Cl:34])[CH:32]=2)/[C:27](=[CH:35]/[C:36]2[CH:41]=[C:40]([Cl:42])[CH:39]=[CH:38][C:37]=2[O:43][CH2:44][C:45]2([C:50]#[N:51])[CH2:49][CH2:48][CH2:47][CH2:46]2)/[C:26]1=[O:52])=[O:24])([CH3:21])([CH3:20])[CH3:19].CO. (3) Given the product [OH:4][CH2:5][C@H:6]1[O:7][C@@H:8]([C:16](=[NH:19])[NH:17][O:18]/[C:26](=[CH:25]/[C:23]([O:22][CH2:20][CH3:21])=[O:24])/[C:27]([O:29][CH2:30][CH3:31])=[O:28])[CH2:9][CH2:10][CH2:11]1, predict the reactants needed to synthesize it. The reactants are: C([O:4][CH2:5][C@@H:6]1[C@@H:11](OC(=O)C)[CH:10]=[CH:9][C@H:8]([C:16](=[NH:19])[NH:17][OH:18])[O:7]1)(=O)C.[CH2:20]([O:22][C:23]([C:25]#[C:26][C:27]([O:29][CH2:30][CH3:31])=[O:28])=[O:24])[CH3:21]. (4) Given the product [CH2:1]([C:5]1[CH:6]=[C:7]([CH:15]=[CH:16][N:17]=1)[C:8]([OH:10])=[O:9])[CH:2]([CH3:4])[CH3:3], predict the reactants needed to synthesize it. The reactants are: [CH2:1]([C:5]1[CH:6]=[C:7]([CH:15]=[CH:16][N:17]=1)[C:8]([O:10]C(C)(C)C)=[O:9])[CH:2]([CH3:4])[CH3:3]. (5) Given the product [CH3:20][C@@H:17]1[CH2:16][CH2:15][C@H:14]([O:13][C:12]2[C:3]([C:2]([F:1])([F:26])[F:27])=[C:4]3[C:9](=[CH:10][CH:11]=2)[CH:8]=[C:7]([CH:24]=[O:25])[CH:6]=[CH:5]3)[CH2:19][CH2:18]1, predict the reactants needed to synthesize it. The reactants are: [F:1][C:2]([F:27])([F:26])[C:3]1[C:12]([O:13][C@H:14]2[CH2:19][CH2:18][C@@H:17]([C:20](F)(F)F)[CH2:16][CH2:15]2)=[CH:11][CH:10]=[C:9]2[C:4]=1[CH:5]=[CH:6][C:7]([CH:24]=[O:25])=[CH:8]2.C[C@H]1CC[C@H](O)CC1. (6) The reactants are: [Cl:1][C:2]1[CH:15]=[CH:14][C:5]([CH2:6][N:7]2[CH2:12][CH2:11][C:10](=O)[CH2:9][CH2:8]2)=[CH:4][CH:3]=1.[CH:16]1([NH2:21])[CH2:20][CH2:19][CH2:18][CH2:17]1.[C:22]1(C)[CH:27]=CC=C[CH:23]=1. Given the product [CH2:27]([C:10]1([NH:21][CH:16]2[CH2:20][CH2:19][CH2:18][CH2:17]2)[CH2:11][CH2:12][N:7]([CH2:6][C:5]2[CH:14]=[CH:15][C:2]([Cl:1])=[CH:3][CH:4]=2)[CH2:8][CH2:9]1)[CH:22]=[CH2:23], predict the reactants needed to synthesize it. (7) Given the product [CH3:1][C:2]1[CH:9]=[CH:8][C:5]([CH:6]=[CH:10][C:11](=[O:12])[CH:13]=[CH:1][C:2]2[CH:9]=[CH:8][C:5]([CH3:6])=[CH:4][CH:3]=2)=[CH:4][CH:3]=1, predict the reactants needed to synthesize it. The reactants are: [CH3:1][C:2]1[CH:9]=[CH:8][C:5]([CH:6]=O)=[CH:4][CH:3]=1.[CH3:10][C:11]([CH3:13])=[O:12].[OH-].[Na+].O.